This data is from Catalyst prediction with 721,799 reactions and 888 catalyst types from USPTO. The task is: Predict which catalyst facilitates the given reaction. (1) Reactant: Br[C:2]1[C:11]2[C:6](=[CH:7][CH:8]=[CH:9][CH:10]=2)[CH:5]=[CH:4][CH:3]=1.CO[CH:14]1[C:22]2[C:17](=[C:18]([Mg]Br)[CH:19]=[CH:20][CH:21]=2)[CH2:16][CH2:15]1.O.Cl. Product: [CH2:14]1[C:22]2[C:17](=[CH:18][CH:19]=[CH:20][C:21]=2[C:2]2[C:11]3[C:6](=[CH:7][CH:8]=[CH:9][CH:10]=3)[CH:5]=[CH:4][CH:3]=2)[CH:16]=[CH:15]1. The catalyst class is: 1. (2) Reactant: [CH3:1][C:2]1[CH:31]=[CH:30][C:5]([C:6]([NH:8][C:9]2[CH:14]=[CH:13][C:12]([N:15]([CH2:23][CH2:24][N:25]3[CH:29]=[CH:28][CH:27]=[N:26]3)C(=O)OC(C)(C)C)=[CH:11][CH:10]=2)=[O:7])=[C:4]([N:32]2[CH2:37][CH2:36][CH:35]([CH3:38])[CH2:34][CH2:33]2)[CH:3]=1.FC(F)(F)C(O)=O. Product: [CH3:1][C:2]1[CH:31]=[CH:30][C:5]([C:6]([NH:8][C:9]2[CH:14]=[CH:13][C:12]([NH:15][CH2:23][CH2:24][N:25]3[CH:29]=[CH:28][CH:27]=[N:26]3)=[CH:11][CH:10]=2)=[O:7])=[C:4]([N:32]2[CH2:37][CH2:36][CH:35]([CH3:38])[CH2:34][CH2:33]2)[CH:3]=1. The catalyst class is: 4. (3) Reactant: [Br:1][C:2]1[CH:8]=[CH:7][C:5]([NH2:6])=[CH:4][C:3]=1[O:9][C:10]([F:13])([F:12])[F:11].[OH-].[Na+].[C:16](O[C:16]([O:18][C:19]([CH3:22])([CH3:21])[CH3:20])=[O:17])([O:18][C:19]([CH3:22])([CH3:21])[CH3:20])=[O:17]. Product: [Br:1][C:2]1[CH:8]=[CH:7][C:5]([NH:6][C:16](=[O:17])[O:18][C:19]([CH3:22])([CH3:21])[CH3:20])=[CH:4][C:3]=1[O:9][C:10]([F:12])([F:11])[F:13]. The catalyst class is: 107. (4) Reactant: [CH3:1][N:2]([CH3:6])[CH2:3][CH2:4][NH2:5].[CH3:7][C@@H:8]1[CH2:30][C:29]2[C:31](=[O:32])[C:24](=[C:25]([C:35]3[O:39][CH:38]=[CH:37][CH:36]=3)[C:26]([C:28]=2OC)=[O:27])[NH:23][C:21](=[O:22])[C:20]([CH3:40])=[CH:19][CH:18]=[CH:17][C@H:16]([O:41][CH3:42])[C@@H:15]([O:43][C:44]([NH2:46])=[O:45])[C:14]([CH3:47])=[CH:13][C@H:12]([CH3:48])[C@@H:11]([OH:49])[C@@H:10]([O:50][CH3:51])[CH2:9]1. Product: [C:44](=[O:45])([O:43][C@@H:15]1[C@@H:16]([O:41][CH3:42])[CH:17]=[CH:18][CH:19]=[C:20]([CH3:40])[C:21](=[O:22])[NH:23][C:24]2[C:31](=[O:32])[C:29]([CH2:30][C@@H:8]([CH3:7])[CH2:9][C@H:10]([O:50][CH3:51])[C@H:11]([OH:49])[C@@H:12]([CH3:48])[CH:13]=[C:14]1[CH3:47])=[C:28]([NH:5][CH2:4][CH2:3][N:2]([CH3:6])[CH3:1])[C:26](=[O:27])[C:25]=2[C:35]1[O:39][CH:38]=[CH:37][CH:36]=1)[NH2:46]. The catalyst class is: 1. (5) Reactant: C(OC([NH:11][C:12]1[CH:21]=[C:20]2[C:15]([CH:16]=[C:17]([C:22]([O:24][CH3:25])=[O:23])[CH:18]=[N:19]2)=[CH:14][CH:13]=1)=O)C1C=CC=CC=1. Product: [CH3:25][O:24][C:22]([C:17]1[CH:18]=[N:19][C:20]2[C:15]([CH:16]=1)=[CH:14][CH:13]=[C:12]([NH2:11])[CH:21]=2)=[O:23]. The catalyst class is: 43. (6) Reactant: [F:1][C:2]1[CH:9]=[CH:8][C:5]([CH:6]=O)=[CH:4][CH:3]=1.[NH2:10][C:11]1[CH:12]=[CH:13][C:14]([S:17][CH3:18])=[N:15][CH:16]=1.C(O[BH-](OC(=O)C)OC(=O)C)(=O)C.[Na+]. Product: [CH3:18][S:17][C:14]1[CH:13]=[CH:12][C:11]([NH:10][CH2:6][C:5]2[CH:8]=[CH:9][C:2]([F:1])=[CH:3][CH:4]=2)=[CH:16][N:15]=1. The catalyst class is: 4. (7) Reactant: [CH2:1]([O:3][C:4]([C:6]1[CH:14]=[C:13]2[C:9]([C:10]([C:25](O)=[O:26])=[C:11]([CH:22]([CH3:24])[CH3:23])[N:12]2[CH2:15][C:16]2[CH:21]=[CH:20][CH:19]=[CH:18][N:17]=2)=[CH:8][CH:7]=1)=[O:5])[CH3:2].C(Cl)CCl.[F:32][C:33]1[CH:34]=[C:35]([CH:38]=[C:39]([F:41])[CH:40]=1)[CH2:36][NH2:37]. Product: [F:32][C:33]1[CH:34]=[C:35]([CH:38]=[C:39]([F:41])[CH:40]=1)[CH2:36][NH:37][C:25]([C:10]1[C:9]2[C:13](=[CH:14][C:6]([C:4]([O:3][CH2:1][CH3:2])=[O:5])=[CH:7][CH:8]=2)[N:12]([CH2:15][C:16]2[CH:21]=[CH:20][CH:19]=[CH:18][N:17]=2)[C:11]=1[CH:22]([CH3:23])[CH3:24])=[O:26]. The catalyst class is: 64. (8) Reactant: [NH2:1][C:2]1[NH:6][N:5]=[CH:4][C:3]=1[C:7]#[N:8].[CH3:9][N:10]1[C:18]2[C:13](=[CH:14][C:15]([C:19](=O)[CH2:20][C:21](OCC)=[O:22])=[CH:16][CH:17]=2)[CH:12]=[N:11]1.CC1C=CC(S(O)(=O)=O)=CC=1. Product: [CH3:9][N:10]1[C:18]2[C:13](=[CH:14][C:15]([C:19]3[NH:1][C:2]4[N:6]([N:5]=[CH:4][C:3]=4[C:7]#[N:8])[C:21](=[O:22])[CH:20]=3)=[CH:16][CH:17]=2)[CH:12]=[N:11]1. The catalyst class is: 114. (9) Reactant: [CH3:1][C:2]([NH:4][C@H:5]1[C@H:10]([NH:11][C:12]([CH2:14][C@H:15]([NH2:19])[C:16]([OH:18])=[O:17])=[O:13])[O:9][C@H:8]([CH2:20][OH:21])[C@@H:7]([O:22][C@@H:23]2[O:28][C@H:27]([CH2:29][OH:30])[C@@H:26]([O:31][C@@H:32]3[O:37][C@H:36]([CH2:38][O:39][C@H:40]4[O:45][C@H:44]([CH2:46][O:47][C@H:48]5[O:53][C@H:52]([CH2:54][OH:55])[C@@H:51]([OH:56])[C@H:50]([OH:57])[C@@H:49]5[OH:58])[C@@H:43]([OH:59])[C@H:42]([O:60][C@H:61]5[O:66][C@H:65]([CH2:67][OH:68])[C@@H:64]([OH:69])[C@H:63]([OH:70])[C@@H:62]5[OH:71])[C@@H:41]4[OH:72])[C@@H:35]([OH:73])[C@H:34]([O:74][C@H:75]4[O:80][C@H:79]([CH2:81][OH:82])[C@@H:78]([OH:83])[C@H:77]([OH:84])[C@@H:76]4[OH:85])[C@@H:33]3[OH:86])[C@H:25]([OH:87])[C@H:24]2[NH:88][C:89]([CH3:91])=[O:90])[C@@H:6]1[OH:92])=[O:3].[CH2:93]1[C:98](=[O:99])[N:97](OC(CCN2C(=O)C=CC2=O)=O)[C:95](=[O:96])[CH2:94]1.P([O-])([O-])([O-])=O. Product: [CH3:1][C:2]([NH:4][C@H:5]1[C@H:10]([NH:11][C:12]([CH2:14][C@H:15]([NH2:19])[C:16]([OH:18])=[O:17])=[O:13])[O:9][C@H:8]([CH2:20][OH:21])[C@@H:7]([O:22][C@@H:23]2[O:28][C@H:27]([CH2:29][OH:30])[C@@H:26]([O:31][C@@H:32]3[O:37][C@H:36]([CH2:38][O:39][C@H:40]4[O:45][C@H:44]([CH2:46][O:47][C@H:48]5[O:53][C@H:52]([CH2:54][OH:55])[C@@H:51]([OH:56])[C@H:50]([OH:57])[C@@H:49]5[OH:58])[C@@H:43]([OH:59])[C@H:42]([O:60][C@H:61]5[O:66][C@H:65]([CH2:67][OH:68])[C@@H:64]([OH:69])[C@H:63]([OH:70])[C@@H:62]5[OH:71])[C@@H:41]4[OH:72])[C@@H:35]([OH:73])[C@H:34]([O:74][C@H:75]4[O:80][C@H:79]([CH2:81][OH:82])[C@@H:78]([OH:83])[C@H:77]([OH:84])[C@@H:76]4[OH:85])[C@@H:33]3[OH:86])[C@H:25]([OH:87])[C@H:24]2[NH:88][C:89]([CH3:91])=[O:90])[C@@H:6]1[OH:92])=[O:3].[C:95]1(=[O:96])[NH:97][C:98](=[O:99])[CH:93]=[CH:94]1. The catalyst class is: 10.